This data is from Catalyst prediction with 721,799 reactions and 888 catalyst types from USPTO. The task is: Predict which catalyst facilitates the given reaction. (1) The catalyst class is: 2. Product: [CH3:3][N:2]([CH2:4][CH:5]1[CH:11]([C:12]2[CH:13]=[C:14]([O:18][C:22](=[O:23])[C:21]([CH3:26])([CH3:25])[CH3:20])[CH:15]=[CH:16][CH:17]=2)[CH2:10][CH:9]2[CH2:19][CH:6]1[CH2:7][CH2:8]2)[CH3:1]. Reactant: [CH3:1][N:2]([CH2:4][CH:5]1[CH:11]([C:12]2[CH:13]=[C:14]([OH:18])[CH:15]=[CH:16][CH:17]=2)[CH2:10][CH:9]2[CH2:19][CH:6]1[CH2:7][CH2:8]2)[CH3:3].[CH3:20][C:21]([CH3:26])([CH3:25])[C:22](Cl)=[O:23].C(N(CC)CC)C. (2) Reactant: [CH:1]1([C@@H:7]([NH:9][C:10]([C:12]2[CH:13]=[C:14]3[C:18](=[CH:19][CH:20]=2)[NH:17][N:16]=[CH:15]3)=[O:11])[CH3:8])[CH2:6][CH2:5][CH2:4][CH2:3][CH2:2]1.[I:21]I.C([O-])([O-])=O.[K+].[K+]. Product: [CH:1]1([C@@H:7]([NH:9][C:10]([C:12]2[CH:13]=[C:14]3[C:18](=[CH:19][CH:20]=2)[NH:17][N:16]=[C:15]3[I:21])=[O:11])[CH3:8])[CH2:6][CH2:5][CH2:4][CH2:3][CH2:2]1. The catalyst class is: 3. (3) Reactant: [C:1]([N:8]1[CH2:12][CH:11]=[CH:10][CH2:9]1)([O:3][C:4]([CH3:7])([CH3:6])[CH3:5])=[O:2].[Br:13]N1C(C)(C)C(=O)N(Br)C1=O.[OH2:24]. Product: [Br:13][CH:11]1[CH:10]([OH:24])[CH2:9][N:8]([C:1]([O:3][C:4]([CH3:7])([CH3:6])[CH3:5])=[O:2])[CH2:12]1. The catalyst class is: 10. (4) Reactant: [O:1]1[CH2:6][CH2:5][N:4]([C:7]2[CH:12]=[CH:11][C:10]([N:13]=[C:14]=S)=[CH:9][CH:8]=2)[CH2:3][CH2:2]1.C1(C([O-])=O)C=C(C)C=C(C)C=1.[NH2:27][N+:28]1[CH:33]=[CH:32][N:31]=[CH:30][C:29]=1[NH2:34].C(N(C(C)C)CC)(C)C.CCN=C=NCCCN(C)C.[ClH:55]. Product: [Cl:55][C:30]1[C:29]2[N:28]([N:27]=[C:14]([NH:13][C:10]3[CH:11]=[CH:12][C:7]([N:4]4[CH2:5][CH2:6][O:1][CH2:2][CH2:3]4)=[CH:8][CH:9]=3)[N:34]=2)[CH:33]=[CH:32][N:31]=1. The catalyst class is: 4.